From a dataset of Ames mutagenicity test results for genotoxicity prediction. Regression/Classification. Given a drug SMILES string, predict its toxicity properties. Task type varies by dataset: regression for continuous values (e.g., LD50, hERG inhibition percentage) or binary classification for toxic/non-toxic outcomes (e.g., AMES mutagenicity, cardiotoxicity, hepatotoxicity). Dataset: ames. The drug is CCNc1nc(O)nc(NC(C)C)n1. The result is 0 (non-mutagenic).